This data is from Full USPTO retrosynthesis dataset with 1.9M reactions from patents (1976-2016). The task is: Predict the reactants needed to synthesize the given product. (1) Given the product [C:1]([OH:8])(=[O:11])[C:2]1[CH:7]=[CH:6][CH:5]=[CH:4][CH:3]=1.[C:1]([OH:8])(=[O:11])[C:2]1[CH:7]=[CH:6][CH:5]=[CH:4][CH:3]=1.[C:1]([OH:8])(=[O:11])[C:2]1[CH:7]=[CH:6][CH:5]=[CH:4][CH:3]=1.[CH2:10]([C:12]([CH2:17][OH:18])([CH2:15][OH:16])[CH2:13][CH3:14])[OH:11], predict the reactants needed to synthesize it. The reactants are: [C:1](Cl)(=[O:8])[C:2]1[CH:7]=[CH:6][CH:5]=[CH:4][CH:3]=1.[CH2:10]([C:12]([CH2:17][OH:18])([CH2:15][OH:16])[CH2:13][CH3:14])[OH:11]. (2) Given the product [C:14]1([C@@H:12]([N:8]2[C:6]3=[N:7][C:2](/[CH:22]=[CH:23]/[CH3:24])=[CH:3][N:4]=[C:5]3[N:10]=[C:9]2[OH:11])[CH3:13])[CH:19]=[CH:18][CH:17]=[CH:16][CH:15]=1, predict the reactants needed to synthesize it. The reactants are: Br[C:2]1[N:7]=[C:6]2[N:8]([C@H:12]([C:14]3[CH:19]=[CH:18][CH:17]=[CH:16][CH:15]=3)[CH3:13])[C:9]([OH:11])=[N:10][C:5]2=[N:4][CH:3]=1.CN1C[CH2:24][CH2:23][C:22]1=O.C(N(CC)CC)C.C([Sn](CCCC)(CCCC)/C=C/C)CCC.